This data is from Full USPTO retrosynthesis dataset with 1.9M reactions from patents (1976-2016). The task is: Predict the reactants needed to synthesize the given product. (1) Given the product [Cl:9][C:10]1[C:11]2[C:18]([I:1])=[CH:17][NH:16][C:12]=2[N:13]=[CH:14][N:15]=1, predict the reactants needed to synthesize it. The reactants are: [I:1]N1C(=O)CCC1=O.[Cl:9][C:10]1[C:11]2[CH:18]=[CH:17][NH:16][C:12]=2[N:13]=[CH:14][N:15]=1.O. (2) The reactants are: [OH:1][CH:2]1[CH2:11][C@@H:10]2[N:5]([C:6](=[O:12])[CH2:7][CH2:8][CH2:9]2)[C@H:4]([C:13]2[CH:18]=[CH:17][CH:16]=[CH:15][CH:14]=2)[CH2:3]1.N1C=CN=C1.[CH3:24][C:25]([Si:28](Cl)([CH3:30])[CH3:29])([CH3:27])[CH3:26].O.C(=O)(O)[O-].[Na+]. Given the product [Si:28]([O:1][C@H:2]1[CH2:11][C@@H:10]2[N:5]([C:6](=[O:12])[CH2:7][CH2:8][CH2:9]2)[C@H:4]([C:13]2[CH:14]=[CH:15][CH:16]=[CH:17][CH:18]=2)[CH2:3]1)([C:25]([CH3:27])([CH3:26])[CH3:24])([CH3:30])[CH3:29], predict the reactants needed to synthesize it. (3) Given the product [F:16][C:2]([F:1])([F:17])[C:3]1[CH:4]=[CH:5][C:6]2[CH:10]=[C:9]([C:11]([OH:13])=[O:12])[S:8][C:7]=2[CH:15]=1, predict the reactants needed to synthesize it. The reactants are: [F:1][C:2]([F:17])([F:16])[C:3]1[CH:4]=[CH:5][C:6]2[CH:10]=[C:9]([C:11]([O:13]C)=[O:12])[S:8][C:7]=2[CH:15]=1.O.[OH-].[Li+].O. (4) Given the product [OH:15][C:10]1[CH:11]=[CH:12][CH:13]=[CH:14][C:9]=1[C:8]([NH:17][C:18]1[CH:23]=[CH:22][C:21]([CH3:24])=[CH:20][CH:19]=1)=[O:16], predict the reactants needed to synthesize it. The reactants are: C1(O[C:8](=[O:16])[C:9]2[CH:14]=[CH:13][CH:12]=[CH:11][C:10]=2[OH:15])C=CC=CC=1.[NH2:17][C:18]1[CH:23]=[CH:22][C:21]([CH3:24])=[CH:20][CH:19]=1. (5) The reactants are: [NH2:1][C:2]1[NH:7][C:6](=[O:8])[C:5]([CH3:9])=[C:4]([C:10]2[O:11][CH:12]=[CH:13][CH:14]=2)[N:3]=1.C(C1C=CC=C(C(C)(C)C)N=1)(C)(C)C.[S:29](O[S:29]([C:32]([F:35])([F:34])[F:33])(=[O:31])=[O:30])([C:32]([F:35])([F:34])[F:33])(=[O:31])=[O:30].O. Given the product [NH2:1][C:2]1[N:7]=[C:6]([O:8][S:29]([C:32]([F:35])([F:34])[F:33])(=[O:31])=[O:30])[C:5]([CH3:9])=[C:4]([C:10]2[O:11][CH:12]=[CH:13][CH:14]=2)[N:3]=1, predict the reactants needed to synthesize it. (6) Given the product [F:6][C:7]1[CH:8]=[CH:9][C:10]([C:13]2[C:17](/[CH:18]=[CH:19]/[C:20]3[S:21][C:22]([C:26]([OH:28])=[O:27])=[C:23]([CH3:25])[N:24]=3)=[C:16]([CH3:30])[O:15][N:14]=2)=[N:11][CH:12]=1, predict the reactants needed to synthesize it. The reactants are: S(=O)(=O)(O)O.[F:6][C:7]1[CH:8]=[CH:9][C:10]([C:13]2[C:17]([CH:18](O)[CH2:19][C:20]3[S:21][C:22]([C:26]([OH:28])=[O:27])=[C:23]([CH3:25])[N:24]=3)=[C:16]([CH3:30])[O:15][N:14]=2)=[N:11][CH:12]=1.